From a dataset of Forward reaction prediction with 1.9M reactions from USPTO patents (1976-2016). Predict the product of the given reaction. Given the reactants CC1C([C@H]2CCC[C@@H](C3C(C)=CC=CN=3)N2)=NC=CC=1.BrC[C:23]1[CH:30]=[CH:29][C:26]([C:27]#[N:28])=[C:25]([F:31])[CH:24]=1.CCN(C(C)C)C(C)C, predict the reaction product. The product is: [F:31][C:25]1[CH:24]=[CH:23][CH:30]=[CH:29][C:26]=1[C:27]#[N:28].